From a dataset of Full USPTO retrosynthesis dataset with 1.9M reactions from patents (1976-2016). Predict the reactants needed to synthesize the given product. (1) The reactants are: [C:1]([C:4]1[C:9]([NH:10][C:11]([C:13]2[S:14][CH2:15][CH:16]([C:18]([F:21])([F:20])[F:19])[N:17]=2)=O)=[C:8]([CH3:22])[C:7]([O:23][CH3:24])=[CH:6][CH:5]=1)(=[O:3])[CH3:2].CC(C)([O-])C.[K+]. Given the product [CH3:24][O:23][C:7]1[C:8]([CH3:22])=[C:9]2[C:4]([C:1]([OH:3])=[CH:2][C:11]([C:13]3[S:14][CH:15]=[C:16]([C:18]([F:21])([F:20])[F:19])[N:17]=3)=[N:10]2)=[CH:5][CH:6]=1, predict the reactants needed to synthesize it. (2) Given the product [C:10]1([S:16]([C:2]2[CH:3]=[CH:4][C:5]([C:8]#[N:9])=[N:6][CH:7]=2)(=[O:18])=[O:17])[CH:15]=[CH:14][CH:13]=[CH:12][CH:11]=1, predict the reactants needed to synthesize it. The reactants are: Br[C:2]1[CH:3]=[CH:4][C:5]([C:8]#[N:9])=[N:6][CH:7]=1.[C:10]1([S:16]([O:18][Na])=[O:17])[CH:15]=[CH:14][CH:13]=[CH:12][CH:11]=1.O.O. (3) Given the product [Cl:18][C:15]1[CH:16]=[CH:17][C:12]([S:9]([N:8]([C:7]2[C:2]([CH:41]3[C:36]4[C:35](=[CH:40][CH:39]=[CH:38][CH:37]=4)[C:34](=[O:33])[O:43]3)=[N:3][CH:4]=[C:5]([Cl:26])[CH:6]=2)[CH2:23][O:24][CH3:25])(=[O:11])=[O:10])=[CH:13][C:14]=1[C:19]([F:22])([F:21])[F:20], predict the reactants needed to synthesize it. The reactants are: Br[C:2]1[C:7]([N:8]([CH2:23][O:24][CH3:25])[S:9]([C:12]2[CH:17]=[CH:16][C:15]([Cl:18])=[C:14]([C:19]([F:22])([F:21])[F:20])[CH:13]=2)(=[O:11])=[O:10])=[CH:6][C:5]([Cl:26])=[CH:4][N:3]=1.C([Mg]Cl)(C)C.C[O:33][C:34](=[O:43])[C:35]1[CH:40]=[CH:39][CH:38]=[CH:37][C:36]=1[CH:41]=O. (4) Given the product [CH2:19]([N:18]1[C:14]([CH:11]2[CH2:12][CH2:13][NH:8][CH2:9][CH2:10]2)=[C:15]([CH3:24])[C:16]([CH2:21][O:22][CH3:23])=[N:17]1)[CH3:20], predict the reactants needed to synthesize it. The reactants are: C(OC([N:8]1[CH2:13][CH2:12][CH:11]([C:14]2[N:18]([CH2:19][CH3:20])[N:17]=[C:16]([CH2:21][O:22][CH3:23])[C:15]=2[CH3:24])[CH2:10][CH2:9]1)=O)(C)(C)C.N1CCCCC1. (5) Given the product [F:19][C:20]1[CH:21]=[C:22]([CH:26]([C:35]2[CH:40]=[CH:39][CH:38]=[C:37]([F:41])[CH:36]=2)[C:27]2[S:31][C:30]([C:32]([NH:2][C@@H:3]([CH2:8][CH2:9][CH2:10][NH:11][C:12]([O:14][C:15]([CH3:18])([CH3:17])[CH3:16])=[O:13])[C:4]([O:6][CH3:7])=[O:5])=[O:33])=[CH:29][CH:28]=2)[CH:23]=[CH:24][CH:25]=1, predict the reactants needed to synthesize it. The reactants are: Cl.[NH2:2][C@@H:3]([CH2:8][CH2:9][CH2:10][NH:11][C:12]([O:14][C:15]([CH3:18])([CH3:17])[CH3:16])=[O:13])[C:4]([O:6][CH3:7])=[O:5].[F:19][C:20]1[CH:21]=[C:22]([CH:26]([C:35]2[CH:40]=[CH:39][CH:38]=[C:37]([F:41])[CH:36]=2)[C:27]2[S:31][C:30]([C:32](O)=[O:33])=[CH:29][CH:28]=2)[CH:23]=[CH:24][CH:25]=1.C(N(C(C)C)CC)(C)C.CN(C(ON1N=NC2C=CC=CC1=2)=[N+](C)C)C.F[P-](F)(F)(F)(F)F. (6) Given the product [CH3:1][N:2]([CH3:17])[CH2:3][CH2:4][NH:5][C:6]1[C:15]([F:16])=[CH:14][CH:13]=[CH:12][C:7]=1[CH2:8][OH:9], predict the reactants needed to synthesize it. The reactants are: [CH3:1][N:2]([CH3:17])[CH2:3][CH2:4][NH:5][C:6]1[C:15]([F:16])=[CH:14][CH:13]=[CH:12][C:7]=1[C:8](OC)=[O:9].[H-].[H-].[H-].[H-].[Li+].[Al+3]. (7) The reactants are: [NH2:1][C:2]1[CH:7]=[C:6]([OH:8])[CH:5]=[CH:4][C:3]=1[S:9]([NH:12][C:13]1[CH:14]=[CH:15][C:16]2[CH2:20][O:19][B:18]([OH:21])[C:17]=2[CH:22]=1)(=[O:11])=[O:10].Cl[C:24]([O:26][CH2:27][CH:28]([CH3:30])[CH3:29])=[O:25].OC1C=CC(S(=O)(=O)NC2C=CC3COB(O)C=3C=2)=C(NC(=O)COC2C=CC=CC=2)C=1. Given the product [OH:8][C:6]1[CH:5]=[CH:4][C:3]([S:9](=[O:10])(=[O:11])[NH:12][C:13]2[CH:14]=[CH:15][C:16]3[CH2:20][O:19][B:18]([OH:21])[C:17]=3[CH:22]=2)=[C:2]([NH:1][C:24](=[O:25])[O:26][CH2:27][CH:28]([CH3:30])[CH3:29])[CH:7]=1, predict the reactants needed to synthesize it.